This data is from Full USPTO retrosynthesis dataset with 1.9M reactions from patents (1976-2016). The task is: Predict the reactants needed to synthesize the given product. (1) Given the product [Cl:19][C:20]1[CH:26]=[CH:25][C:23]([NH:24][C:6]2[C:5]3[C:10](=[CH:11][C:12]([O:13][CH3:14])=[C:3]([O:2][CH3:1])[C:4]=3[N+:16]([O-:18])=[O:17])[N:9]=[CH:8][N:7]=2)=[CH:22][CH:21]=1, predict the reactants needed to synthesize it. The reactants are: [CH3:1][O:2][C:3]1[C:4]([N+:16]([O-:18])=[O:17])=[C:5]2[C:10](=[CH:11][C:12]=1[O:13][CH3:14])[N:9]=[CH:8][NH:7][C:6]2=O.[Cl:19][C:20]1[CH:26]=[CH:25][C:23]([NH2:24])=[CH:22][CH:21]=1. (2) Given the product [CH2:1]([O:8][C:9]1[CH:14]=[C:13]([CH:12]=[CH:11][C:10]=1[N+:17]([O-:19])=[O:18])[CH2:15][C:25]1[CH:26]=[CH:27][CH:28]=[C:21]([CH3:20])[C:22]=1[C:23]#[N:24])[C:2]1[CH:7]=[CH:6][CH:5]=[CH:4][CH:3]=1, predict the reactants needed to synthesize it. The reactants are: [CH2:1]([O:8][C:9]1[CH:14]=[C:13]([CH2:15]Br)[CH:12]=[CH:11][C:10]=1[N+:17]([O-:19])=[O:18])[C:2]1[CH:7]=[CH:6][CH:5]=[CH:4][CH:3]=1.[CH3:20][C:21]1[CH:28]=[CH:27][CH:26]=[C:25](B2OC(C)(C)C(C)(C)O2)[C:22]=1[C:23]#[N:24].C([O-])([O-])=O.[Na+].[Na+]. (3) Given the product [C:1]1([C:7]2[C:8]([C:19]3[CH:26]=[CH:25][C:22]([CH2:23][N:42]4[CH2:47][CH2:46][CH:45]([C:48]5[N:52]=[C:51]([C:53]6[CH:58]=[CH:57][CH:56]=[CH:55][N:54]=6)[NH:50][N:49]=5)[CH2:44][CH2:43]4)=[CH:21][CH:20]=3)=[N:9][C:10]([C:13]3[CH:18]=[CH:17][CH:16]=[CH:15][N:14]=3)=[N:11][CH:12]=2)[CH:6]=[CH:5][CH:4]=[CH:3][CH:2]=1, predict the reactants needed to synthesize it. The reactants are: [C:1]1([C:7]2[C:8]([C:19]3[CH:26]=[CH:25][C:22]([CH:23]=O)=[CH:21][CH:20]=3)=[N:9][C:10]([C:13]3[CH:18]=[CH:17][CH:16]=[CH:15][N:14]=3)=[N:11][CH:12]=2)[CH:6]=[CH:5][CH:4]=[CH:3][CH:2]=1.C(O[BH-](OC(=O)C)OC(=O)C)(=O)C.[Na+].Cl.[NH:42]1[CH2:47][CH2:46][CH:45]([C:48]2[N:52]=[C:51]([C:53]3[CH:58]=[CH:57][CH:56]=[CH:55][N:54]=3)[NH:50][N:49]=2)[CH2:44][CH2:43]1.C(N(CC)CC)C.C(O)(=O)C. (4) Given the product [CH3:45][N:46]([CH3:50])[C:47]([N:33]1[CH2:32][CH:31]=[C:30]([C:28]2[NH:27][C:23]3=[N:24][CH:25]=[CH:26][C:21]([C:19]4[CH:18]=[CH:17][C:3]([CH2:4][NH:5][C:6]([C:8]5[N:12]=[C:11]([C:13]([CH3:16])([CH3:14])[CH3:15])[O:10][N:9]=5)=[O:7])=[C:2]([F:1])[CH:20]=4)=[C:22]3[N:29]=2)[CH2:35][CH2:34]1)=[O:48], predict the reactants needed to synthesize it. The reactants are: [F:1][C:2]1[CH:20]=[C:19]([C:21]2[CH:26]=[CH:25][N:24]=[C:23]3[NH:27][C:28]([C:30]4[CH2:31][CH2:32][NH:33][CH2:34][CH:35]=4)=[N:29][C:22]=23)[CH:18]=[CH:17][C:3]=1[CH2:4][NH:5][C:6]([C:8]1[N:12]=[C:11]([C:13]([CH3:16])([CH3:15])[CH3:14])[O:10][N:9]=1)=[O:7].CCN(C(C)C)C(C)C.[CH3:45][N:46]([CH3:50])[C:47](Cl)=[O:48].CO. (5) Given the product [NH2:13][CH:7]([C:3]1[S:4][CH:5]=[CH:6][C:2]=1[CH3:1])[CH2:10][C:9]([OH:12])=[O:11], predict the reactants needed to synthesize it. The reactants are: [CH3:1][C:2]1[CH:6]=[CH:5][S:4][C:3]=1[CH:7]=O.[C:9]([O-:12])(=[O:11])[CH3:10].[NH4+:13].C([O-])(=O)CC([O-])=O. (6) Given the product [F:15][C:16]1[CH:21]=[C:20]([C:2]2[CH:3]=[N:4][CH:5]=[C:6]3[C:11]=2[N:10]=[C:9]([C:12]([NH2:14])=[O:13])[CH:8]=[CH:7]3)[CH:19]=[CH:18][CH:17]=1, predict the reactants needed to synthesize it. The reactants are: Br[C:2]1[CH:3]=[N:4][CH:5]=[C:6]2[C:11]=1[N:10]=[C:9]([C:12]([NH2:14])=[O:13])[CH:8]=[CH:7]2.[F:15][C:16]1[CH:17]=[C:18](B(O)O)[CH:19]=[CH:20][CH:21]=1.C(=O)([O-])[O-].[Cs+].[Cs+]. (7) The reactants are: C(OC([N:8]1[C:12]([CH3:13])=[C:11]([C:14]#[N:15])[C:10](B(O)O)=[C:9]1[CH3:19])=O)(C)(C)C.Br[C:21]1[CH:28]=[CH:27][C:24]([C:25]#[N:26])=[C:23]([C:29]([F:32])([F:31])[F:30])[CH:22]=1.[F-].[K+].C(P(C(C)(C)C)C(C)(C)C)(C)(C)C.[Cl-].[Na+]. Given the product [C:25]([C:24]1[CH:27]=[CH:28][C:21]([C:10]2[C:11]([C:14]#[N:15])=[C:12]([CH3:13])[NH:8][C:9]=2[CH3:19])=[CH:22][C:23]=1[C:29]([F:30])([F:31])[F:32])#[N:26], predict the reactants needed to synthesize it. (8) Given the product [C:2]1([C:8]2[CH:13]=[CH:12][N:11]=[C:10]([C:14]3[NH:16][C:20](=[O:19])[CH:22]=[CH:23][N:15]=3)[CH:9]=2)[CH:3]=[CH:4][CH:5]=[CH:6][CH:7]=1, predict the reactants needed to synthesize it. The reactants are: Cl.[C:2]1([C:8]2[CH:13]=[CH:12][N:11]=[C:10]([C:14]([NH2:16])=[NH:15])[CH:9]=2)[CH:7]=[CH:6][CH:5]=[CH:4][CH:3]=1.C([O:19][C:20]([CH2:22][CH2:23]O)=O)C.[Na].C(O)C.[O-]CC.[Na+]. (9) Given the product [CH:1]1([CH2:4][O:5][C:6]2[CH:11]=[C:10]([O:12][CH3:13])[C:9]([F:14])=[CH:8][C:7]=2[C:15]2[C:16]3[N:24]([CH2:25][O:26][CH2:27][CH2:28][Si:29]([CH3:32])([CH3:31])[CH3:30])[C:23]([CH3:33])=[C:22]([C:34]([NH:37][CH:38]4[CH2:39][CH2:40][N:41]([C:44]([O:46][C:47]([CH3:50])([CH3:49])[CH3:48])=[O:45])[CH2:42][CH2:43]4)=[O:35])[C:17]=3[N:18]=[C:19]([CH3:21])[N:20]=2)[CH2:2][CH2:3]1, predict the reactants needed to synthesize it. The reactants are: [CH:1]1([CH2:4][O:5][C:6]2[CH:11]=[C:10]([O:12][CH3:13])[C:9]([F:14])=[CH:8][C:7]=2[C:15]2[C:16]3[N:24]([CH2:25][O:26][CH2:27][CH2:28][Si:29]([CH3:32])([CH3:31])[CH3:30])[C:23]([CH3:33])=[C:22]([C:34](O)=[O:35])[C:17]=3[N:18]=[C:19]([CH3:21])[N:20]=2)[CH2:3][CH2:2]1.[NH2:37][CH:38]1[CH2:43][CH2:42][N:41]([C:44]([O:46][C:47]([CH3:50])([CH3:49])[CH3:48])=[O:45])[CH2:40][CH2:39]1. (10) Given the product [CH2:22]([C:8]12[CH2:14][CH:11]([CH2:12][CH2:13]1)[CH:10]=[CH:9]2)[CH2:23][CH2:20][CH3:21].[CH3:1][O:2][Si:3]([C:8]12[CH2:14][CH:11]([CH2:12][CH2:13]1)[CH:10]=[CH:9]2)([O:4][CH3:5])[O:6][CH3:7], predict the reactants needed to synthesize it. The reactants are: [CH3:1][O:2][Si:3]([C:8]12[CH2:14][CH:11]([CH2:12][CH2:13]1)[CH:10]=[CH:9]2)([O:6][CH3:7])[O:4][CH3:5].C([SiH]([CH2:20][CH3:21])CC)C.[CH2:22](O)[CH3:23].